Dataset: Aqueous solubility values for 9,982 compounds from the AqSolDB database. Task: Regression/Classification. Given a drug SMILES string, predict its absorption, distribution, metabolism, or excretion properties. Task type varies by dataset: regression for continuous measurements (e.g., permeability, clearance, half-life) or binary classification for categorical outcomes (e.g., BBB penetration, CYP inhibition). For this dataset (solubility_aqsoldb), we predict Y. (1) The compound is CCC=O. The Y is 0.580 log mol/L. (2) The drug is CCCCC(CC)CNS(=O)(=O)c1ccc(N=Nc2c(C)c(C#N)c(=O)n(CCCC)c2O)cc1. The Y is -8.80 log mol/L. (3) The compound is CN(C)c1ccc(N=Nc2ccc(S(=O)(=O)O)cc2)cc1. The Y is -3.86 log mol/L. (4) The molecule is CC1(C)[C@@H](C=C(Cl)Cl)[C@H]1C(=O)OC(C#N)c1cccc(Oc2ccccc2)c1. The Y is -7.62 log mol/L. (5) The drug is Fc1cc(F)c(F)c(F)c1. The Y is -2.31 log mol/L. (6) The drug is CCCCCCCCCC(=O)O. The Y is -3.45 log mol/L.